The task is: Predict the reactants needed to synthesize the given product.. This data is from Full USPTO retrosynthesis dataset with 1.9M reactions from patents (1976-2016). (1) Given the product [CH2:1]([O:3][C:4]([C:6]1[N:7]([CH2:21][C:22]([N:24]2[CH2:25][CH2:26][N:27]([C:30]3[CH:35]=[CH:34][C:33]([F:36])=[CH:32][CH:31]=3)[CH2:28][CH2:29]2)=[O:23])[N:8]=[C:9]([CH2:11][CH2:12][CH3:13])[CH:10]=1)=[O:5])[CH3:2], predict the reactants needed to synthesize it. The reactants are: [CH2:1]([O:3][C:4]([C:6]1[NH:7][N:8]=[C:9]([CH2:11][CH2:12][CH3:13])[CH:10]=1)=[O:5])[CH3:2].C([O-])([O-])=O.[K+].[K+].Cl[CH2:21][C:22]([N:24]1[CH2:29][CH2:28][N:27]([C:30]2[CH:35]=[CH:34][C:33]([F:36])=[CH:32][CH:31]=2)[CH2:26][CH2:25]1)=[O:23].CN(C=O)C. (2) Given the product [C:39](/[CH:38]=[CH:37]/[CH2:36][N:22]1[CH2:23][CH2:24][C:19]2[NH:18][C:17]3[N:16]([N:15]=[C:14]([C:11]4[CH:10]=[CH:9][C:8]([O:1][C:2]5[CH:7]=[CH:6][CH:5]=[CH:4][CH:3]=5)=[CH:13][CH:12]=4)[C:25]=3[C:26]([NH2:28])=[O:27])[C:20]=2[CH2:21]1)#[N:40], predict the reactants needed to synthesize it. The reactants are: [O:1]([C:8]1[CH:13]=[CH:12][C:11]([C:14]2[C:25]([C:26]([NH2:28])=[O:27])=[C:17]3[NH:18][C:19]4[CH2:24][CH2:23][NH:22][CH2:21][C:20]=4[N:16]3[N:15]=2)=[CH:10][CH:9]=1)[C:2]1[CH:7]=[CH:6][CH:5]=[CH:4][CH:3]=1.C([O-])([O-])=O.[K+].[K+].Br[CH2:36][CH:37]=[CH:38][C:39]#[N:40]. (3) Given the product [F:29][C:28]([F:31])([F:30])[S:25]([O:14][C:11]1[C:10]([C:15]#[N:16])=[C:9]([C:3]2[CH:4]=[CH:5][C:6]([CH3:8])=[CH:7][C:2]=2[F:1])[S:13][N:12]=1)(=[O:26])=[O:24], predict the reactants needed to synthesize it. The reactants are: [F:1][C:2]1[CH:7]=[C:6]([CH3:8])[CH:5]=[CH:4][C:3]=1[C:9]1[S:13][N:12]=[C:11]([OH:14])[C:10]=1[C:15]#[N:16].C(N(CC)CC)C.[O:24](S(C(F)(F)F)(=O)=O)[S:25]([C:28]([F:31])([F:30])[F:29])(=O)=[O:26]. (4) Given the product [CH3:17][O:16][C:7]1[C:6]([O:5][CH2:4][CH2:3][CH2:2][Br:1])=[CH:15][C:14]([N+:18]([O-:20])=[O:19])=[C:9]([CH:8]=1)[C:10]([O:12][CH3:13])=[O:11], predict the reactants needed to synthesize it. The reactants are: [Br:1][CH2:2][CH2:3][CH2:4][O:5][C:6]1[CH:15]=[CH:14][C:9]([C:10]([O:12][CH3:13])=[O:11])=[CH:8][C:7]=1[O:16][CH3:17].[N:18]([O-:20])=[O:19].[Na+].C(O)(=O)C.[N+]([O-])(O)=O.